Dataset: Full USPTO retrosynthesis dataset with 1.9M reactions from patents (1976-2016). Task: Predict the reactants needed to synthesize the given product. (1) Given the product [CH2:9]([O:16][C:17]1[CH:18]=[CH:19][C:20]([C:23]#[C:24][C:26]2[CH:31]=[C:30]([O:32][CH3:33])[CH:29]=[CH:28][C:27]=2[CH:34]2[CH2:43][CH2:42][C:41]3[C:36](=[CH:37][CH:38]=[C:39]([O:44][CH3:45])[CH:40]=3)[CH2:35]2)=[CH:21][CH:22]=1)[C:10]1[CH:11]=[CH:12][CH:13]=[CH:14][CH:15]=1, predict the reactants needed to synthesize it. The reactants are: BrC1C=CC(O)=CC=1.[CH2:9]([O:16][C:17]1[CH:22]=[CH:21][C:20]([C:23]#[CH:24])=[CH:19][CH:18]=1)[C:10]1[CH:15]=[CH:14][CH:13]=[CH:12][CH:11]=1.I[C:26]1[CH:31]=[C:30]([O:32][CH3:33])[CH:29]=[CH:28][C:27]=1[CH:34]1[CH2:43][CH2:42][C:41]2[C:36](=[CH:37][CH:38]=[C:39]([O:44][CH3:45])[CH:40]=2)[CH2:35]1. (2) Given the product [CH3:7][O:6][C:4]([CH:3]1[CH2:2][O:10][C:9]([C@@H:11]2[CH2:16][N:15]3[CH2:17][CH2:18][CH2:19][C@@H:14]3[CH2:13][N:12]2[C:20]([O:22][C:23]([CH3:24])([CH3:26])[CH3:25])=[O:21])=[N:8]1)=[O:5], predict the reactants needed to synthesize it. The reactants are: O[CH2:2][CH:3]([NH:8][C:9]([C@@H:11]1[CH2:16][N:15]2[CH2:17][CH2:18][CH2:19][C@@H:14]2[CH2:13][N:12]1[C:20]([O:22][C:23]([CH3:26])([CH3:25])[CH3:24])=[O:21])=[O:10])[C:4]([O:6][CH3:7])=[O:5].COC([CH-]S([N+](CC)(CC)CC)(=O)=O)=O. (3) Given the product [CH3:1][O:2][C:3](=[O:16])[CH2:4][NH:5][C:6]([C:8]1[CH:9]=[N:10][CH:11]=[C:12]([F:14])[CH:13]=1)=[O:7], predict the reactants needed to synthesize it. The reactants are: [CH3:1][O:2][C:3](=[O:16])[CH2:4][NH:5][C:6]([C:8]1[C:9](Cl)=[N:10][CH:11]=[C:12]([F:14])[CH:13]=1)=[O:7].CCN(CC)CC. (4) The reactants are: [CH3:1][O:2][C:3]([C:5]1([C:11]2[CH:16]=[CH:15][C:14]([NH2:17])=[C:13](Br)[CH:12]=2)[CH2:10][CH2:9][O:8][CH2:7][CH2:6]1)=[O:4].[C:19]1(B2OC(C)(C)C(C)(C)O2)[CH2:24][CH2:23][CH2:22][CH2:21][CH:20]=1. Given the product [CH3:1][O:2][C:3]([C:5]1([C:11]2[CH:16]=[CH:15][C:14]([NH2:17])=[C:13]([C:19]3[CH2:24][CH2:23][CH2:22][CH2:21][CH:20]=3)[CH:12]=2)[CH2:10][CH2:9][O:8][CH2:7][CH2:6]1)=[O:4], predict the reactants needed to synthesize it. (5) Given the product [N:3]1[CH:4]=[CH:5][C:6]([NH:9][C@@H:10]([CH3:13])[CH2:11][OH:12])=[CH:7][CH:2]=1, predict the reactants needed to synthesize it. The reactants are: Cl[C:2]1[C:7](Cl)=[C:6]([NH:9][C@@H:10]([CH3:13])[CH2:11][OH:12])[C:5](Cl)=[C:4](Cl)[N:3]=1.C(=O)([O-])[O-].[K+].[K+]. (6) Given the product [OH:49][C:48]1[CH:43]=[CH:44][C:45]([C:63]2[O:62][C:60]3[C:61]([C:2](=[O:1])[CH:3]=2)=[C:56]([O:55][CH3:54])[C:57]([O:68][CH3:69])=[C:58]([O:66][CH3:67])[C:59]=3[O:64][CH3:65])=[CH:46][C:47]=1[O:51][CH3:52], predict the reactants needed to synthesize it. The reactants are: [OH:1][C:2]1C=CC=C[C:3]=1C(=O)C=CC1C=CC=CC=1.O1C2C(=CC=CC=2)C(=O)C=C1C1C=CC=CC=1.II.CS(C)=O.CO[C:43]1[CH:44]=[C:45](O)[CH:46]=[C:47]([O:51][CH3:52])[C:48]=1[O:49]C.[CH3:54][O:55][C:56]1[CH:61]=[C:60]([O:62][CH3:63])[C:59]([O:64][CH3:65])=[C:58]([O:66][CH3:67])[C:57]=1[O:68][CH3:69].OC1C(OC)=C(OC)C(OC)=C(OC)C=1C(=O)C.